From a dataset of Forward reaction prediction with 1.9M reactions from USPTO patents (1976-2016). Predict the product of the given reaction. (1) Given the reactants Cl.[NH2:2][C:3]1[N:8]=[C:7]([NH:9][C@@H:10]([CH2:13][CH2:14][CH2:15][CH3:16])[CH2:11][OH:12])[C:6]([CH2:17][C:18]2[CH:23]=[CH:22][C:21]([CH2:24][C:25]([OH:27])=[O:26])=[CH:20][C:19]=2[O:28][CH3:29])=[C:5]([CH3:30])[N:4]=1.[C:31]([O-])(O)=O.[Na+], predict the reaction product. The product is: [NH2:2][C:3]1[N:8]=[C:7]([NH:9][C@@H:10]([CH2:13][CH2:14][CH2:15][CH3:16])[CH2:11][OH:12])[C:6]([CH2:17][C:18]2[CH:23]=[CH:22][C:21]([CH2:24][C:25]([O:27][CH3:31])=[O:26])=[CH:20][C:19]=2[O:28][CH3:29])=[C:5]([CH3:30])[N:4]=1. (2) Given the reactants [F:1][C:2]1[CH:7]=[CH:6][C:5]([C:8]2[N:9]=[C:10]([C:13]3[N:21]=[CH:20][CH:19]=[CH:18][C:14]=3[C:15]([OH:17])=O)[S:11][CH:12]=2)=[CH:4][CH:3]=1.[NH2:22][CH:23]([CH2:29][C:30]1[CH:35]=[CH:34][CH:33]=[CH:32][CH:31]=1)[CH:24]([OH:28])[C:25]([NH2:27])=[O:26], predict the reaction product. The product is: [NH2:27][C:25](=[O:26])[CH:24]([OH:28])[CH:23]([NH:22][C:15](=[O:17])[C:14]1[CH:18]=[CH:19][CH:20]=[N:21][C:13]=1[C:10]1[S:11][CH:12]=[C:8]([C:5]2[CH:4]=[CH:3][C:2]([F:1])=[CH:7][CH:6]=2)[N:9]=1)[CH2:29][C:30]1[CH:31]=[CH:32][CH:33]=[CH:34][CH:35]=1. (3) The product is: [Br:1][C:2]1[C:3]([O:11][CH3:12])=[C:4]([CH:7]=[C:8]([Br:10])[CH:9]=1)[CH2:5][OH:6]. Given the reactants [Br:1][C:2]1[C:3]([O:11][CH3:12])=[C:4]([CH:7]=[C:8]([Br:10])[CH:9]=1)[CH:5]=[O:6].O1CCCC1.[BH4-].[Na+].CCO, predict the reaction product. (4) Given the reactants [Cl-].[Al+3].[Cl-].[Cl-].[CH3:5][O:6][C:7]1[C:16]([O:17][CH3:18])=[CH:15][C:14]2[C:9](=[CH:10][CH:11]=[CH:12][CH:13]=2)[CH:8]=1.[C:19](Cl)(=[O:26])[C:20]1[CH:25]=[CH:24][CH:23]=[CH:22][CH:21]=1, predict the reaction product. The product is: [CH3:18][O:17][C:16]1[CH:15]=[C:14]2[C:9](=[CH:8][C:7]=1[O:6][CH3:5])[CH:10]=[C:11]([C:19]([C:20]1[CH:25]=[CH:24][CH:23]=[CH:22][CH:21]=1)=[O:26])[CH:12]=[CH:13]2.